This data is from Full USPTO retrosynthesis dataset with 1.9M reactions from patents (1976-2016). The task is: Predict the reactants needed to synthesize the given product. Given the product [Cl:10][C:6]1[CH:7]=[N:8][CH:9]=[C:4]([O:20][CH2:19][C:16]2[CH:17]=[CH:18][C:13]([O:12][CH3:11])=[CH:14][CH:15]=2)[N:5]=1, predict the reactants needed to synthesize it. The reactants are: [H-].[Na+].Cl[C:4]1[CH:9]=[N:8][CH:7]=[C:6]([Cl:10])[N:5]=1.[CH3:11][O:12][C:13]1[CH:18]=[CH:17][C:16]([CH2:19][OH:20])=[CH:15][CH:14]=1.